Dataset: Full USPTO retrosynthesis dataset with 1.9M reactions from patents (1976-2016). Task: Predict the reactants needed to synthesize the given product. Given the product [NH2:7][CH:8]([CH2:9][CH2:10][CH2:11][CH3:12])[C@@H:13]([C:14]1([C:20]2[CH:25]=[CH:24][CH:23]=[CH:22][CH:21]=2)[S:15][CH2:16][CH2:17][CH2:18][S:19]1)[OH:26], predict the reactants needed to synthesize it. The reactants are: C(OC(=O)[NH:7][CH:8]([CH:13]([OH:26])[C:14]1([C:20]2[CH:25]=[CH:24][CH:23]=[CH:22][CH:21]=2)[S:19][CH2:18][CH2:17][CH2:16][S:15]1)[CH2:9][CH2:10][CH2:11][CH3:12])(C)(C)C.Cl.